From a dataset of Reaction yield outcomes from USPTO patents with 853,638 reactions. Predict the reaction yield, written as a fraction of the theoretical maximum amount of product (1.0 means a 100% yield; for example, 0.34 means a 34% yield). The reactants are [CH2:1]([O:3][C:4]([C:6]1[CH2:10][C:9]([O-:11])=[C:8](C(OC)=O)[C:7]=1[CH3:16])=[O:5])[CH3:2].[Na+].[Cl-].[K+].CC(O)=O.C([O-])(O)=O.[Na+]. The catalyst is C1(C)C=CC=CC=1.O. The product is [CH3:16][C:7]1[CH:6]([C:4]([O:3][CH2:1][CH3:2])=[O:5])[CH2:10][C:9](=[O:11])[CH:8]=1. The yield is 0.690.